Dataset: Forward reaction prediction with 1.9M reactions from USPTO patents (1976-2016). Task: Predict the product of the given reaction. (1) Given the reactants [Cl:1][C:2]1[CH:3]=[C:4]([C:8]2[CH:9]=[C:10]([C:20]([O:22]CC)=[O:21])[O:11][C:12]=2[C:13]2[CH:18]=[CH:17][CH:16]=[C:15]([Cl:19])[CH:14]=2)[CH:5]=[CH:6][CH:7]=1.[OH-].[Li+], predict the reaction product. The product is: [Cl:1][C:2]1[CH:3]=[C:4]([C:8]2[CH:9]=[C:10]([C:20]([OH:22])=[O:21])[O:11][C:12]=2[C:13]2[CH:18]=[CH:17][CH:16]=[C:15]([Cl:19])[CH:14]=2)[CH:5]=[CH:6][CH:7]=1. (2) Given the reactants [NH:1]1[C:5]2[CH:6]=[CH:7][CH:8]=[CH:9][C:4]=2[N:3]=[C:2]1[C:10]([C:12]1[CH:17]=[CH:16][C:15]([O:18][C:19]2[C:24](Br)=[CH:23][CH:22]=[CH:21][N:20]=2)=[CH:14][CH:13]=1)=[O:11].[O:26]1[CH2:31][CH:30]=[C:29](B2OC(C)(C)C(C)(C)O2)[CH2:28][CH2:27]1.C([O-])(=O)C.[K+].O1CCOCC1, predict the reaction product. The product is: [NH:1]1[C:5]2[CH:6]=[CH:7][CH:8]=[CH:9][C:4]=2[N:3]=[C:2]1[C:10]([C:12]1[CH:17]=[CH:16][C:15]([O:18][C:19]2[C:24]([C:29]3[CH2:30][CH2:31][O:26][CH2:27][CH:28]=3)=[CH:23][CH:22]=[CH:21][N:20]=2)=[CH:14][CH:13]=1)=[O:11]. (3) Given the reactants [NH2:1][C:2]1[CH:7]=[CH:6][C:5]([C:8]2[N:9]=[C:10]([N:30]3[CH2:35][CH2:34][O:33][CH2:32][CH2:31]3)[C:11]3[N:16]=[N:15][N:14]([CH:17]4[CH2:22][CH2:21][N:20]([C:23]([O:25][C:26]([CH3:29])([CH3:28])[CH3:27])=[O:24])[CH2:19][CH2:18]4)[C:12]=3[N:13]=2)=[CH:4][CH:3]=1.[N:36]([C:39]1[CH:40]=[N:41][CH:42]=[CH:43][CH:44]=1)=[C:37]=[O:38], predict the reaction product. The product is: [N:30]1([C:10]2[C:11]3[N:16]=[N:15][N:14]([CH:17]4[CH2:18][CH2:19][N:20]([C:23]([O:25][C:26]([CH3:29])([CH3:27])[CH3:28])=[O:24])[CH2:21][CH2:22]4)[C:12]=3[N:13]=[C:8]([C:5]3[CH:4]=[CH:3][C:2]([NH:1][C:37](=[O:38])[NH:36][C:39]4[CH:40]=[N:41][CH:42]=[CH:43][CH:44]=4)=[CH:7][CH:6]=3)[N:9]=2)[CH2:31][CH2:32][O:33][CH2:34][CH2:35]1. (4) Given the reactants [C:1](Cl)(=[O:8])[C:2]1[CH:7]=[CH:6][CH:5]=[CH:4][CH:3]=1.[CH3:10][C:11]1[N:12]=[CH:13][NH:14][CH:15]=1.[OH-].[Na+], predict the reaction product. The product is: [CH3:10][C:11]1[NH:12][C:13]([C:1]([C:2]2[CH:7]=[CH:6][CH:5]=[CH:4][CH:3]=2)=[O:8])=[N:14][CH:15]=1. (5) Given the reactants [C:1]([N:18]1[CH2:26][C@H:24]([OH:25])[CH2:23][C@H:19]1[C:20]([OH:22])=O)([O:3][CH2:4][CH:5]1[C:17]2[C:12](=[CH:13][CH:14]=[CH:15][CH:16]=2)[C:11]2[C:6]1=[CH:7][CH:8]=[CH:9][CH:10]=2)=[O:2].[NH2:27][CH2:28][CH2:29][O:30][CH2:31][CH2:32][OH:33], predict the reaction product. The product is: [CH:7]1[C:6]2[CH:5]([CH2:4][O:3][C:1]([N:18]3[CH2:26][C@H:24]([OH:25])[CH2:23][C@H:19]3[C:20](=[O:22])[NH:27][CH2:28][CH2:29][O:30][CH2:31][CH2:32][OH:33])=[O:2])[C:17]3[C:12](=[CH:13][CH:14]=[CH:15][CH:16]=3)[C:11]=2[CH:10]=[CH:9][CH:8]=1. (6) Given the reactants [CH2:1]([O:3][C:4]1[CH:31]=[CH:30][C:7]([CH2:8][C:9]2[N:13]([CH2:14][CH2:15][CH:16]([CH3:18])[CH3:17])[C:12]3[CH:19]=[CH:20][C:21]([C:23]([N:25]([CH2:28][CH3:29])[CH2:26][CH3:27])=[O:24])=[CH:22][C:11]=3[N:10]=2)=[CH:6][CH:5]=1)[CH3:2].[O:32]1CCOCC1, predict the reaction product. The product is: [CH2:1]([O:3][C:4]1[CH:5]=[CH:6][C:7]([C:8]([C:9]2[N:13]([CH2:14][CH2:15][CH:16]([CH3:17])[CH3:18])[C:12]3[CH:19]=[CH:20][C:21]([C:23]([N:25]([CH2:28][CH3:29])[CH2:26][CH3:27])=[O:24])=[CH:22][C:11]=3[N:10]=2)=[O:32])=[CH:30][CH:31]=1)[CH3:2]. (7) Given the reactants [C:1]([O:5][C:6]([N:8]1[C@@H:14]([C:15]([OH:17])=O)[CH2:13][CH2:12][CH:11]2[CH:9]1[CH2:10]2)=[O:7])([CH3:4])([CH3:3])[CH3:2].Cl.[NH2:19][C:20]1([C:23]2[CH:32]=[CH:31][C:26]([C:27]([O:29][CH3:30])=[O:28])=[CH:25][CH:24]=2)[CH2:22][CH2:21]1, predict the reaction product. The product is: [CH3:30][O:29][C:27]([C:26]1[CH:31]=[CH:32][C:23]([C:20]2([NH:19][C:15]([C@H:14]3[CH2:13][CH2:12][CH:11]4[CH:9]([CH2:10]4)[N:8]3[C:6]([O:5][C:1]([CH3:2])([CH3:3])[CH3:4])=[O:7])=[O:17])[CH2:21][CH2:22]2)=[CH:24][CH:25]=1)=[O:28]. (8) Given the reactants [CH2:1]([S:4]([C:7]1[CH:14]=[CH:13][C:10]([CH:11]=O)=[CH:9][CH:8]=1)(=[O:6])=[O:5])[CH2:2][CH3:3].[C:15]([S:19]([NH2:21])=[O:20])([CH3:18])([CH3:17])[CH3:16], predict the reaction product. The product is: [CH3:16][C:15]([S:19](/[N:21]=[CH:11]/[C:10]1[CH:13]=[CH:14][C:7]([S:4]([CH2:1][CH2:2][CH3:3])(=[O:6])=[O:5])=[CH:8][CH:9]=1)=[O:20])([CH3:18])[CH3:17]. (9) Given the reactants [C:1]([C:5]1[CH:10]=[CH:9][C:8]([NH2:11])=[CH:7][C:6]=1[N+:12]([O-:14])=[O:13])([CH3:4])([CH3:3])[CH3:2].[CH3:15][C:16]([O:19][C:20](O[C:20]([O:19][C:16]([CH3:18])([CH3:17])[CH3:15])=[O:21])=[O:21])([CH3:18])[CH3:17], predict the reaction product. The product is: [C:16]([O:19][C:20](=[O:21])[NH:11][C:8]1[CH:9]=[CH:10][C:5]([C:1]([CH3:4])([CH3:2])[CH3:3])=[C:6]([N+:12]([O-:14])=[O:13])[CH:7]=1)([CH3:18])([CH3:17])[CH3:15].